Dataset: Merck oncology drug combination screen with 23,052 pairs across 39 cell lines. Task: Regression. Given two drug SMILES strings and cell line genomic features, predict the synergy score measuring deviation from expected non-interaction effect. (1) Drug 1: C=CCn1c(=O)c2cnc(Nc3ccc(N4CCN(C)CC4)cc3)nc2n1-c1cccc(C(C)(C)O)n1. Drug 2: CC(C)CC(NC(=O)C(Cc1ccccc1)NC(=O)c1cnccn1)B(O)O. Synergy scores: synergy=1.60. Cell line: A375. (2) Drug 1: NC1CCCCC1N.O=C(O)C(=O)O.[Pt+2]. Drug 2: Cn1cc(-c2cnn3c(N)c(Br)c(C4CCCNC4)nc23)cn1. Cell line: SW837. Synergy scores: synergy=-13.4. (3) Drug 1: CCN(CC)CCNC(=O)c1c(C)[nH]c(C=C2C(=O)Nc3ccc(F)cc32)c1C. Drug 2: Cn1nnc2c(C(N)=O)ncn2c1=O. Cell line: NCIH23. Synergy scores: synergy=-4.14.